Dataset: Peptide-MHC class I binding affinity with 185,985 pairs from IEDB/IMGT. Task: Regression. Given a peptide amino acid sequence and an MHC pseudo amino acid sequence, predict their binding affinity value. This is MHC class I binding data. (1) The peptide sequence is MPNMLRIMA. The MHC is Patr-B1301 with pseudo-sequence Patr-B1301. The binding affinity (normalized) is 0.786. (2) The peptide sequence is FLTTPVPSL. The MHC is HLA-A02:01 with pseudo-sequence HLA-A02:01. The binding affinity (normalized) is 0.565. (3) The peptide sequence is RIITILQDIV. The MHC is HLA-A68:02 with pseudo-sequence HLA-A68:02. The binding affinity (normalized) is 0.476. (4) The peptide sequence is CSFSIFLLAL. The MHC is Patr-B0101 with pseudo-sequence Patr-B0101. The binding affinity (normalized) is 0.388. (5) The peptide sequence is PDYKRPGVS. The MHC is HLA-B40:01 with pseudo-sequence HLA-B40:01. The binding affinity (normalized) is 0.0360.